From a dataset of Catalyst prediction with 721,799 reactions and 888 catalyst types from USPTO. Predict which catalyst facilitates the given reaction. (1) Reactant: [O:1]=[S:2]1(=[O:36])[NH:7][C:6]2[CH:8]=[C:9]([C:30]3[CH:35]=[CH:34][CH:33]=[CH:32][CH:31]=3)[C:10]([C:12]3[CH:17]=[CH:16][C:15]([C:18]4([NH:22][C:23](=[O:29])[O:24][C:25]([CH3:28])([CH3:27])[CH3:26])[CH2:21][CH2:20][CH2:19]4)=[CH:14][CH:13]=3)=[N:11][C:5]=2[O:4][CH2:3]1.[N:37]1[CH:42]=[CH:41][CH:40]=[C:39](B(O)O)[CH:38]=1.N1C=CC=CC=1. Product: [C:25]([O:24][C:23](=[O:29])[NH:22][C:18]1([C:15]2[CH:16]=[CH:17][C:12]([C:10]3[C:9]([C:30]4[CH:31]=[CH:32][CH:33]=[CH:34][CH:35]=4)=[CH:8][C:6]4[N:7]([C:39]5[CH:38]=[N:37][CH:42]=[CH:41][CH:40]=5)[S:2](=[O:1])(=[O:36])[CH2:3][O:4][C:5]=4[N:11]=3)=[CH:13][CH:14]=2)[CH2:21][CH2:20][CH2:19]1)([CH3:28])([CH3:27])[CH3:26]. The catalyst class is: 221. (2) Reactant: [N+:1]([C:4]1[CH:5]=[C:6]([CH2:10][CH:11]([C:13]2[N:14]=[CH:15][N:16]([C:18]([C:31]3[CH:36]=[CH:35][CH:34]=[CH:33][CH:32]=3)([C:25]3[CH:30]=[CH:29][CH:28]=[CH:27][CH:26]=3)[C:19]3[CH:24]=[CH:23][CH:22]=[CH:21][CH:20]=3)[CH:17]=2)O)[CH:7]=[CH:8][CH:9]=1)([O-:3])=[O:2].C1(C)C=CC(S(O)(=O)=O)=CC=1. Product: [N+:1]([C:4]1[CH:5]=[C:6]([CH:10]=[CH:11][C:13]2[N:14]=[CH:15][N:16]([C:18]([C:31]3[CH:36]=[CH:35][CH:34]=[CH:33][CH:32]=3)([C:25]3[CH:26]=[CH:27][CH:28]=[CH:29][CH:30]=3)[C:19]3[CH:24]=[CH:23][CH:22]=[CH:21][CH:20]=3)[CH:17]=2)[CH:7]=[CH:8][CH:9]=1)([O-:3])=[O:2]. The catalyst class is: 11. (3) Reactant: [OH:1][CH:2]([CH2:14][OH:15])[CH2:3][NH:4][C:5]([C:7]1[S:11][N:10]=[C:9]([Cl:12])[C:8]=1[Cl:13])=[O:6].CO[C:18](OC)([CH3:20])[CH3:19].O.C1(C)C=CC(S(O)(=O)=O)=CC=1. Product: [CH3:19][C:18]1([CH3:20])[O:1][CH:2]([CH2:3][NH:4][C:5]([C:7]2[S:11][N:10]=[C:9]([Cl:12])[C:8]=2[Cl:13])=[O:6])[CH2:14][O:15]1. The catalyst class is: 26.